From a dataset of Reaction yield outcomes from USPTO patents with 853,638 reactions. Predict the reaction yield, written as a fraction of the theoretical maximum amount of product (1.0 means a 100% yield; for example, 0.34 means a 34% yield). The product is [C:1]([C:5]1[CH:6]=[C:7]2[C:12](=[C:13]([F:15])[CH:14]=1)[C:11](=[O:16])[N:10]([C:17]1[CH:22]=[CH:21][CH:20]=[C:19]([C:23]3[CH:24]=[C:25]([NH:31][C:32]4[CH:33]=[CH:34][C:35]([C:38]([CH3:43])([CH3:42])[C:39]([N:46]5[CH2:51][CH2:50][O:49][CH2:48][CH2:47]5)=[O:40])=[CH:36][N:37]=4)[C:26](=[O:30])[N:27]([CH3:29])[CH:28]=3)[C:18]=1[CH2:44][OH:45])[N:9]=[CH:8]2)([CH3:4])([CH3:3])[CH3:2]. The yield is 0.740. The reactants are [C:1]([C:5]1[CH:6]=[C:7]2[C:12](=[C:13]([F:15])[CH:14]=1)[C:11](=[O:16])[N:10]([C:17]1[C:18]([CH2:44][OH:45])=[C:19]([C:23]3[CH:24]=[C:25]([NH:31][C:32]4[N:37]=[CH:36][C:35]([C:38]([CH3:43])([CH3:42])[C:39](O)=[O:40])=[CH:34][CH:33]=4)[C:26](=[O:30])[N:27]([CH3:29])[CH:28]=3)[CH:20]=[CH:21][CH:22]=1)[N:9]=[CH:8]2)([CH3:4])([CH3:3])[CH3:2].[NH:46]1[CH2:51][CH2:50][O:49][CH2:48][CH2:47]1.C(Cl)CCl.[Cl-].[NH4+]. The catalyst is CN(C1C=CN=CC=1)C.C(Cl)Cl.C(OCC)(=O)C.